Dataset: Experimentally validated miRNA-target interactions with 360,000+ pairs, plus equal number of negative samples. Task: Binary Classification. Given a miRNA mature sequence and a target amino acid sequence, predict their likelihood of interaction. (1) The miRNA is mmu-miR-301b-3p with sequence CAGUGCAAUGGUAUUGUCAAAGC. The protein sequence of the target gene is MSSAGGEGPEAGPGRAGGRSEPEAPGSALSVDLPGLLGQLARSFALLLPVYALGYLGLSFSWVLLALGLLAWCRRSRGLKASRLCRALALLEDEEQAVRLGVRACDLPAWVHFPDTERAEWLNKTVKHMWPFICQFIEKLFRETIEPAVRGANAHLSTFSFTKVDVGQQPLRVNGVKVYTENVDKRQIILDLQISFVGNCEIDLEIKRYFCRAGVKSIQIHGTMRVILEPLIGDMPLVGALSIFFLRKPLLEINWTGLTNLLDIPGLNGLSDTIILDIISNYLVLPNRITVPLVSEVQIA.... Result: 1 (interaction). (2) The miRNA is hsa-miR-3150b-5p with sequence CAACCUCGAGGAUCUCCCCAGC. The protein sequence of the target gene is MPRSFLVKTHSSHRVPNYRRLETQREINGACSACGGLVVPLLPRDKEAPSVPGDLPQPWDRSSAVACISLPLLPRIEEALGASGLDALEVSEVDPRASRAAIVPLKDSLNHLNLPPLLVLPTRWSPTLGPDRHGAPEKLLGAERMPRAPGGFECFHCHKPYHTLAGLARHRQLHCHLQVGRVFTCKYCDKEYTSLGALKMHIRTHTLPCTCKICGKAFSRPWLLQGHVRTHTGEKPYACSHCSRAFADRSNLRAHLQTHSDAKKYRCRRCTKTFSRMSLLARHEESGCCPGP. Result: 0 (no interaction). (3) Result: 0 (no interaction). The protein sequence of the target gene is MVAGMLGLRKEKSEDQDLQGLKEKPLKFKKVKKDKKEDKEGKHEPLQPSAHHSAEPAEAGKAETSESSGSAPAVPEASASPKQRRSIIRDRGPMYDDPTLPEGWTRKLKQRKSGRSAGKYDVYLINPQGKAFRSKVELIAYFEKVGDTSLDPNDFDFTVTGRGSPSRREQKPPKKPKSPKAPGTGRGRGRPKGSGTGRPKAAASEGVQVKRVLEKSPGKLLVKMPFQASPGGKGEGGGATTSAQVMVIKRPGRKRKAEADPQAIPKKRGRKPGSVVAAAAAEAKKKAVKESSIRSVQETV.... The miRNA is hsa-miR-20b-3p with sequence ACUGUAGUAUGGGCACUUCCAG.